From a dataset of Catalyst prediction with 721,799 reactions and 888 catalyst types from USPTO. Predict which catalyst facilitates the given reaction. (1) Reactant: [CH3:1][O:2][C:3]1[CH:10]=[CH:9][C:6]([CH2:7][NH2:8])=[CH:5][CH:4]=1.C(O[BH-](OC(=O)C)OC(=O)C)(=O)C.[Na+].[OH:25][C:26]1([CH2:33][CH2:34][C:35]2[C:44]3[C:39](=[CH:40][CH:41]=[C:42]([O:45][CH3:46])[CH:43]=3)[N:38]=[CH:37][N:36]=2)[CH2:31][CH2:30][C:29](=O)[CH2:28][CH2:27]1. The catalyst class is: 4. Product: [CH3:1][O:2][C:3]1[CH:10]=[CH:9][C:6]([CH2:7][NH:8][CH:29]2[CH2:28][CH2:27][C:26]([CH2:33][CH2:34][C:35]3[C:44]4[C:39](=[CH:40][CH:41]=[C:42]([O:45][CH3:46])[CH:43]=4)[N:38]=[CH:37][N:36]=3)([OH:25])[CH2:31][CH2:30]2)=[CH:5][CH:4]=1. (2) Reactant: [Cl:1][C:2]1[C:7]([CH3:8])=[C:6]([C:9]2[C:10]([CH3:15])=[N:11][O:12][C:13]=2[CH3:14])[C:5]([C:16]2[CH:21]=[CH:20][CH:19]=[C:18]([F:22])[CH:17]=2)=[C:4]([C:23](=O)[CH3:24])[CH:3]=1.C([O-])(=O)C.[NH4+].C([BH3-])#[N:32].[Na+].O1CCCC1. Product: [Cl:1][C:2]1[C:7]([CH3:8])=[C:6]([C:9]2[C:10]([CH3:15])=[N:11][O:12][C:13]=2[CH3:14])[C:5]([C:16]2[CH:21]=[CH:20][CH:19]=[C:18]([F:22])[CH:17]=2)=[C:4]([CH:23]([NH2:32])[CH3:24])[CH:3]=1. The catalyst class is: 449. (3) Reactant: [N:1]1[CH:6]=[CH:5][CH:4]=[CH:3][C:2]=1[C:7](=[O:12])[CH2:8][C:9](=[O:11])[CH3:10].C(O[C:16]([C:18]1[CH:23]=[C:22]([Cl:24])[CH:21]=[CH:20][N:19]=1)=[O:17])C.[H-].[Na+]. Product: [Cl:24][C:22]1[CH:21]=[CH:20][N:19]=[C:18]([C:16](=[O:17])[CH2:10][C:9](=[O:11])[CH2:8][C:7]([C:2]2[CH:3]=[CH:4][CH:5]=[CH:6][N:1]=2)=[O:12])[CH:23]=1. The catalyst class is: 7. (4) Product: [C:5](=[O:6])([O-:7])[NH2:12].[NH2:1][C:2]([C:5]([OH:7])=[O:6])([CH3:4])[CH3:3].[CH:8]1[N:16]([C@@H:17]2[O:21][C@H:20]([CH2:22][OH:23])[C@@H:19]([OH:24])[C@H:18]2[OH:25])[C:15]2[C:10](=[C:11]([NH2:26])[N:12]=[CH:13][N:14]=2)[C:9]=1[C:27]#[N:28]. Reactant: [NH2:1][C:2]([C:5]([OH:7])=[O:6])([CH3:4])[CH3:3].[CH:8]1[N:16]([C@@H:17]2[O:21][C@H:20]([CH2:22][OH:23])[C@@H:19]([OH:24])[C@H:18]2[OH:25])[C:15]2[C:10](=[C:11]([NH2:26])[N:12]=[CH:13][N:14]=2)[C:9]=1[C:27]#[N:28].C(O)(C(F)(F)F)=O.CCN(C(C)C)C(C)C. The catalyst class is: 79. (5) Reactant: [I:1][CH2:2][CH:3]1[CH2:8][CH2:7][O:6][CH2:5][CH2:4]1.[CH:9]1[CH:14]=[CH:13][C:12]([P:15]([C:22]2[CH:27]=[CH:26][CH:25]=[CH:24][CH:23]=2)[C:16]2[CH:21]=[CH:20][CH:19]=[CH:18][CH:17]=2)=[CH:11][CH:10]=1.CCOCC. Product: [I-:1].[C:22]1([P+:15]([C:12]2[CH:11]=[CH:10][CH:9]=[CH:14][CH:13]=2)([C:16]2[CH:21]=[CH:20][CH:19]=[CH:18][CH:17]=2)[CH2:2][CH:3]2[CH2:8][CH2:7][O:6][CH2:5][CH2:4]2)[CH:23]=[CH:24][CH:25]=[CH:26][CH:27]=1. The catalyst class is: 23. (6) Reactant: [CH3:1][C:2]1[O:6][N:5]=[C:4]([NH2:7])[CH:3]=1.CCN(CC)CC.[Br:15][CH2:16][C:17](Cl)=[O:18]. Product: [Br:15][CH2:16][C:17]([NH:7][C:4]1[CH:3]=[C:2]([CH3:1])[O:6][N:5]=1)=[O:18]. The catalyst class is: 2.